Dataset: Reaction yield outcomes from USPTO patents with 853,638 reactions. Task: Predict the reaction yield, written as a fraction of the theoretical maximum amount of product (1.0 means a 100% yield; for example, 0.34 means a 34% yield). (1) The reactants are [NH:1]1[C:5]2[CH:6]=[CH:7][CH:8]=[CH:9][C:4]=2[N:3]=[C:2]1[CH2:10][C@@H:11]1[CH2:16][CH2:15][C@H:14]([C:17]([OH:19])=O)[CH2:13][CH2:12]1.C(Cl)CCl.C1C=NC2N(O)N=NC=2C=1.[F:34][C:35]1[CH:42]=[CH:41][CH:40]=[CH:39][C:36]=1[CH2:37][NH2:38]. The catalyst is CN(C=O)C. The product is [F:34][C:35]1[CH:42]=[CH:41][CH:40]=[CH:39][C:36]=1[CH2:37][NH:38][C:17]([C@H:14]1[CH2:13][CH2:12][C@@H:11]([CH2:10][C:2]2[NH:1][C:5]3[CH:6]=[CH:7][CH:8]=[CH:9][C:4]=3[N:3]=2)[CH2:16][CH2:15]1)=[O:19]. The yield is 0.600. (2) The reactants are [NH:1]1[C:9]2[C:4](=[CH:5][CH:6]=[CH:7][CH:8]=2)[C@@:3]2([C:21]3[C:12](=[CH:13][C:14]4[O:19][CH2:18][CH2:17][O:16][C:15]=4[CH:20]=3)[O:11][CH2:10]2)[C:2]1=[O:22].C(=O)([O-])[O-].[Cs+].[Cs+].Cl.Cl[CH2:31][C:32]1[CH:33]=[N:34][CH:35]=[C:36]([F:38])[CH:37]=1.[I-].[K+]. The catalyst is CC(=O)CC.[I-].C([N+](CCCC)(CCCC)CCCC)CCC. The product is [F:38][C:36]1[CH:37]=[C:32]([CH2:31][N:1]2[C:9]3[C:4](=[CH:5][CH:6]=[CH:7][CH:8]=3)[C@@:3]3([C:21]4[C:12](=[CH:13][C:14]5[O:19][CH2:18][CH2:17][O:16][C:15]=5[CH:20]=4)[O:11][CH2:10]3)[C:2]2=[O:22])[CH:33]=[N:34][CH:35]=1. The yield is 0.190.